Task: Regression. Given two drug SMILES strings and cell line genomic features, predict the synergy score measuring deviation from expected non-interaction effect.. Dataset: NCI-60 drug combinations with 297,098 pairs across 59 cell lines (1) Drug 1: CC1=C(C=C(C=C1)C(=O)NC2=CC(=CC(=C2)C(F)(F)F)N3C=C(N=C3)C)NC4=NC=CC(=N4)C5=CN=CC=C5. Drug 2: CC1C(C(CC(O1)OC2CC(CC3=C2C(=C4C(=C3O)C(=O)C5=CC=CC=C5C4=O)O)(C(=O)C)O)N)O. Cell line: KM12. Synergy scores: CSS=32.7, Synergy_ZIP=0.711, Synergy_Bliss=-0.332, Synergy_Loewe=-25.6, Synergy_HSA=-0.0362. (2) Drug 1: CCN(CC)CCNC(=O)C1=C(NC(=C1C)C=C2C3=C(C=CC(=C3)F)NC2=O)C. Drug 2: CC(C)NC(=O)C1=CC=C(C=C1)CNNC.Cl. Cell line: HOP-92. Synergy scores: CSS=4.20, Synergy_ZIP=-1.97, Synergy_Bliss=-1.72, Synergy_Loewe=-10.6, Synergy_HSA=-2.05. (3) Drug 1: C1CCC(CC1)NC(=O)N(CCCl)N=O. Drug 2: C1=CC(=CC=C1CCCC(=O)O)N(CCCl)CCCl. Cell line: CCRF-CEM. Synergy scores: CSS=50.4, Synergy_ZIP=-2.02, Synergy_Bliss=-3.35, Synergy_Loewe=-7.62, Synergy_HSA=-0.867.